From a dataset of Reaction yield outcomes from USPTO patents with 853,638 reactions. Predict the reaction yield, written as a fraction of the theoretical maximum amount of product (1.0 means a 100% yield; for example, 0.34 means a 34% yield). The yield is 0.970. The product is [CH:2]([CH:15]1[C:20](=[O:21])[CH2:19][CH2:18][N:17]([C:23]([NH2:22])=[O:24])[CH2:16]1)([C:9]1[CH:14]=[CH:13][CH:12]=[CH:11][CH:10]=1)[C:3]1[CH:4]=[CH:5][CH:6]=[CH:7][CH:8]=1. The catalyst is C(O)C.O. The reactants are Cl.[CH:2]([CH:15]1[C:20](=[O:21])[CH2:19][CH2:18][NH:17][CH2:16]1)([C:9]1[CH:14]=[CH:13][CH:12]=[CH:11][CH:10]=1)[C:3]1[CH:8]=[CH:7][CH:6]=[CH:5][CH:4]=1.[N-:22]=[C:23]=[O:24].[K+].